Predict the reactants needed to synthesize the given product. From a dataset of Full USPTO retrosynthesis dataset with 1.9M reactions from patents (1976-2016). (1) Given the product [Br:16][C:17]1[CH:22]=[CH:21][C:20]([S:23]([N:10]2[CH2:15][CH2:14][O:13][CH2:12][CH2:11]2)(=[O:25])=[O:24])=[CH:19][C:18]=1[CH3:27], predict the reactants needed to synthesize it. The reactants are: C(N(C(C)C)CC)(C)C.[NH:10]1[CH2:15][CH2:14][O:13][CH2:12][CH2:11]1.[Br:16][C:17]1[CH:22]=[CH:21][C:20]([S:23](Cl)(=[O:25])=[O:24])=[CH:19][C:18]=1[CH3:27]. (2) Given the product [OH:41][CH2:13][CH2:12][C:6]1[C:5]([CH3:14])=[C:4]2[C:9]([CH2:10][C:2]([CH3:1])([CH2:16][O:17][Si:18]([CH2:23][CH3:24])([CH2:21][CH3:22])[CH2:19][CH3:20])[CH:3]2[OH:15])=[CH:8][C:7]=1[CH3:11], predict the reactants needed to synthesize it. The reactants are: [CH3:1][C:2]1([CH2:16][O:17][Si:18]([CH2:23][CH3:24])([CH2:21][CH3:22])[CH2:19][CH3:20])[CH2:10][C:9]2[C:4](=[C:5]([CH3:14])[C:6]([CH:12]=[CH2:13])=[C:7]([CH3:11])[CH:8]=2)[CH:3]1[OH:15].B(C1CCCCC1)C1CCCCC1.C1C[O:41]CC1. (3) Given the product [OH:1][C:2]1[CH:3]=[C:4]([CH:9]=[C:10]([N:12]([CH2:17][CH2:18][N:19]2[CH2:20][CH2:21][O:22][CH2:23][CH2:24]2)[S:13]([CH3:16])(=[O:15])=[O:14])[CH:11]=1)[C:5]([OH:7])=[O:6], predict the reactants needed to synthesize it. The reactants are: [OH:1][C:2]1[CH:3]=[C:4]([CH:9]=[C:10]([N:12]([CH2:17][CH2:18][N:19]2[CH2:24][CH2:23][O:22][CH2:21][CH2:20]2)[S:13]([CH3:16])(=[O:15])=[O:14])[CH:11]=1)[C:5]([O:7]C)=[O:6].[OH-].[Na+].Cl. (4) Given the product [CH3:23][C:6]1[CH:7]=[N:8][C:9]2[C:4]([CH:5]=1)=[CH:3][CH:2]=[CH:11][C:10]=2[NH:12][S:19]([C:13]1[CH:18]=[CH:17][CH:16]=[CH:15][CH:14]=1)(=[O:21])=[O:20], predict the reactants needed to synthesize it. The reactants are: C[C:2]1[CH:3]=[C:4]2[C:9](=[C:10]([NH2:12])[CH:11]=1)[N:8]=[CH:7][CH:6]=[CH:5]2.[C:13]1([S:19](Cl)(=[O:21])=[O:20])[CH:18]=[CH:17][CH:16]=[CH:15][CH:14]=1.[CH3:23]CCCCC. (5) Given the product [CH2:37]([O:39][C:40](=[O:52])[C:41]([C:43]1[CH:48]=[CH:47][C:46]([S:49][CH2:50][CH3:51])=[CH:45][CH:44]=1)=[CH:7][CH:2]1[CH2:6][CH2:5][CH2:4][CH2:3]1)[CH3:38], predict the reactants needed to synthesize it. The reactants are: [I-].[CH:2]1([CH2:7][P+](C2C=CC=CC=2)(C2C=CC=CC=2)C2C=CC=CC=2)[CH2:6][CH2:5][CH2:4][CH2:3]1.C[Si]([N-][Si](C)(C)C)(C)C.[Na+].[CH2:37]([O:39][C:40](=[O:52])[C:41]([C:43]1[CH:48]=[CH:47][C:46]([S:49][CH2:50][CH3:51])=[CH:45][CH:44]=1)=O)[CH3:38].